Dataset: Peptide-MHC class II binding affinity with 134,281 pairs from IEDB. Task: Regression. Given a peptide amino acid sequence and an MHC pseudo amino acid sequence, predict their binding affinity value. This is MHC class II binding data. The peptide sequence is ELRKTYNLLDAVSRH. The MHC is DRB1_0901 with pseudo-sequence DRB1_0901. The binding affinity (normalized) is 0.595.